Task: Regression. Given two drug SMILES strings and cell line genomic features, predict the synergy score measuring deviation from expected non-interaction effect.. Dataset: NCI-60 drug combinations with 297,098 pairs across 59 cell lines Drug 1: CCCCC(=O)OCC(=O)C1(CC(C2=C(C1)C(=C3C(=C2O)C(=O)C4=C(C3=O)C=CC=C4OC)O)OC5CC(C(C(O5)C)O)NC(=O)C(F)(F)F)O. Drug 2: CC1C(C(CC(O1)OC2CC(CC3=C2C(=C4C(=C3O)C(=O)C5=CC=CC=C5C4=O)O)(C(=O)C)O)N)O. Cell line: M14. Synergy scores: CSS=41.9, Synergy_ZIP=1.69, Synergy_Bliss=2.73, Synergy_Loewe=-1.72, Synergy_HSA=3.16.